From a dataset of Catalyst prediction with 721,799 reactions and 888 catalyst types from USPTO. Predict which catalyst facilitates the given reaction. (1) Reactant: [H-].[Na+].[OH:3][CH2:4][C:5]1[S:6][CH:7]=[C:8]([C:10]([OH:12])=[O:11])[N:9]=1.[CH3:13]I.[OH-].[Na+].Cl. Product: [CH3:13][O:3][CH2:4][C:5]1[S:6][CH:7]=[C:8]([C:10]([OH:12])=[O:11])[N:9]=1. The catalyst class is: 18. (2) Reactant: [F:1][C:2]([F:18])([F:17])[O:3][C:4]1[CH:9]=[CH:8][C:7]([C:10]#[C:11][CH2:12][CH2:13][C:14]([OH:16])=O)=[CH:6][CH:5]=1.Cl.[CH3:20][NH:21][O:22][CH3:23].CN1CCOCC1.Cl.CN(C)CCCN=C=NCC. Product: [CH3:23][O:22][N:21]([CH3:20])[C:14](=[O:16])[CH2:13][CH2:12][C:11]#[C:10][C:7]1[CH:6]=[CH:5][C:4]([O:3][C:2]([F:1])([F:18])[F:17])=[CH:9][CH:8]=1. The catalyst class is: 2. (3) Reactant: CC[N:3]=C=NCCCN(C)C.C1C=NC2N(O)N=NC=2C=1.C(N(CC)CC)C.[C:29]([O:33][C:34]([N:36]([C:63]([O:65][C:66]([CH3:69])([CH3:68])[CH3:67])=[O:64])[C:37]1C=[CH:45][CH:44]=[C:43]2[C:38]=1[CH:39]=[CH:40][C:41]([NH:47][CH:48]([C:52]1[CH:57]=[C:56]([CH3:58])[C:55]([CH2:59][CH2:60][OH:61])=[C:54]([CH3:62])[CH:53]=1)[C:49](O)=[O:50])=[CH:42]2)=[O:35])([CH3:32])([CH3:31])[CH3:30].[N+:70]([C:73]1[CH:74]=[C:75]([CH:86]=[CH:87][CH:88]=1)[CH2:76][NH:77][CH2:78][C:79]([O:81][C:82]([CH3:85])([CH3:84])[CH3:83])=[O:80])([O-:72])=[O:71]. Product: [C:66]([O:65][C:63]([N:36]([C:34]([O:33][C:29]([CH3:30])([CH3:32])[CH3:31])=[O:35])[C:37]1[C:38]2[C:43](=[CH:42][C:41]([NH:47][CH:48]([C:52]3[CH:53]=[C:54]([CH3:62])[C:55]([CH2:59][CH2:60][OH:61])=[C:56]([CH3:58])[CH:57]=3)[C:49]([N:77]([CH2:78][C:79]([O:81][C:82]([CH3:83])([CH3:84])[CH3:85])=[O:80])[CH2:76][C:75]3[CH:86]=[CH:87][CH:88]=[C:73]([N+:70]([O-:72])=[O:71])[CH:74]=3)=[O:50])=[CH:40][CH:39]=2)[CH:44]=[CH:45][N:3]=1)=[O:64])([CH3:67])([CH3:68])[CH3:69]. The catalyst class is: 25. (4) Product: [C:25]([O:24][C:22](=[O:23])[NH:21][C:18]1[CH:17]=[CH:16][C:15]([O:14][C:11]2[CH:10]=[N:9][C:8]([CH2:6][OH:5])=[CH:13][CH:12]=2)=[CH:20][CH:19]=1)([CH3:28])([CH3:26])[CH3:27]. Reactant: C([O:5][C:6]([C:8]1[CH:13]=[CH:12][C:11]([O:14][C:15]2[CH:20]=[CH:19][C:18]([NH:21][C:22]([O:24][C:25]([CH3:28])([CH3:27])[CH3:26])=[O:23])=[CH:17][CH:16]=2)=[CH:10][N:9]=1)=O)(C)(C)C.[H-].[H-].[H-].[H-].[Li+].[Al+3]. The catalyst class is: 1. (5) Reactant: [C:1]([OH:8])(=[O:7])[CH2:2][CH2:3][C:4]([OH:6])=[O:5].N12CCC(CC1)[C@H]([O:17][C:18](=[O:35])[NH:19][C:20]([C:23]1[N:24]=[C:25]([C:28]3[CH:33]=[CH:32][C:31]([F:34])=[CH:30][CH:29]=3)[S:26][CH:27]=1)([CH3:22])[CH3:21])C2. Product: [OH:17][C@@H:3]([CH2:2][C:1]([OH:8])=[O:7])[C:4]([OH:6])=[O:5].[N:19]12[CH2:18][CH2:4][CH:3]([CH2:21][CH2:20]1)[C@H:2]([N:19]([C:20]([C:23]1[N:24]=[C:25]([C:28]3[CH:29]=[CH:30][C:31]([F:34])=[CH:32][CH:33]=3)[S:26][CH:27]=1)([CH3:21])[CH3:22])[C:18](=[O:35])[OH:17])[CH2:1]2. The catalyst class is: 41. (6) Reactant: [CH3:1][C:2]([N+:15]([O-])=O)([CH3:14])[CH2:3][C:4]1[CH:13]=[CH:12][C:11]2[C:6](=[CH:7][CH:8]=[CH:9][CH:10]=2)[CH:5]=1. Product: [CH3:14][C:2]([NH2:15])([CH3:1])[CH2:3][C:4]1[CH:13]=[CH:12][C:11]2[C:6](=[CH:7][CH:8]=[CH:9][CH:10]=2)[CH:5]=1. The catalyst class is: 470. (7) Reactant: Br[C:2]1[CH:3]=[C:4]([CH2:8][O:9][C:10]2[CH:15]=[CH:14][C:13]([CH2:16][CH2:17][C:18]([O:20][CH3:21])=[O:19])=[CH:12][CH:11]=2)[CH:5]=[CH:6][CH:7]=1.B1(B2OC(C)(C)C(C)(C)O2)OC(C)(C)C(C)(C)O1.C([O-])(=O)C.[K+].Br[C:46]1[CH:50]=[CH:49][S:48][CH:47]=1.C(=O)([O-])[O-].[Na+].[Na+]. Product: [S:48]1[CH:49]=[CH:50][C:46]([C:2]2[CH:3]=[C:4]([CH2:8][O:9][C:10]3[CH:15]=[CH:14][C:13]([CH2:16][CH2:17][C:18]([O:20][CH3:21])=[O:19])=[CH:12][CH:11]=3)[CH:5]=[CH:6][CH:7]=2)=[CH:47]1. The catalyst class is: 423.